From a dataset of Forward reaction prediction with 1.9M reactions from USPTO patents (1976-2016). Predict the product of the given reaction. The product is: [C:17]1([C:16]2[C:10]3[N:9]=[CH:8][N:7]([C@H:1]4[C:6]5[C:5](=[CH:28][CH:24]=[CH:25][CH:35]=5)[CH2:4][CH2:3][CH2:2]4)[C:12](=[O:13])[C:11]=3[S:14][CH:15]=2)[CH:18]=[CH:19][CH:20]=[CH:21][CH:22]=1. Given the reactants [C:1]1([N:7]2[C:12](=[O:13])[C:11]3[S:14][CH:15]=[C:16]([C:17]4[CH:22]=[CH:21][CH:20]=[CH:19][CH:18]=4)[C:10]=3[N:9]=[CH:8]2)[CH:6]=[CH:5][CH:4]=[CH:3][CH:2]=1.N[C:24]1[C:28](C2C=CC=CC=2)=CS[C:25]=1[C:35](OC)=O.C(OCC)(OCC)OCC.[C@H]1(N)C2C(=CC=CC=2)CCC1, predict the reaction product.